From a dataset of Catalyst prediction with 721,799 reactions and 888 catalyst types from USPTO. Predict which catalyst facilitates the given reaction. (1) Reactant: [C:1]([C:5]1[CH:10]=[C:9]([CH3:11])[C:8]([OH:12])=[C:7]([SH:13])[CH:6]=1)([CH3:4])([CH3:3])[CH3:2].Cl[C:15]([O:17][CH2:18][CH3:19])=[O:16].[Cl:20][C:21]1[CH:22]=[C:23]([CH:27]=[CH:28][CH:29]=1)[C:24](Cl)=[O:25].Cl.[C:31]1(C)C=CC=CC=1. Product: [Cl:20][C:21]1[CH:22]=[C:23]([CH:27]=[CH:28][CH:29]=1)[C:24]([O:12][C:8]1[C:9]([CH3:11])=[CH:10][C:5]([C:1]([CH3:4])([CH3:2])[CH3:3])=[C:6]([CH3:31])[C:7]=1[S:13][C:15]([O:17][CH2:18][CH3:19])=[O:16])=[O:25]. The catalyst class is: 17. (2) Reactant: [CH2:1]([O:3][C:4](=[O:21])[CH2:5][N:6]([CH2:14][C:15]1[CH:20]=[CH:19][CH:18]=[CH:17][CH:16]=1)[CH2:7][C:8]1[CH:13]=[CH:12][CH:11]=[CH:10][CH:9]=1)[CH3:2].C([N-]C(C)C)(C)C.[Li+].[CH:30](=[O:33])[CH2:31][CH3:32].O. Product: [CH2:1]([O:3][C:4](=[O:21])[CH:5]([N:6]([CH2:7][C:8]1[CH:9]=[CH:10][CH:11]=[CH:12][CH:13]=1)[CH2:14][C:15]1[CH:20]=[CH:19][CH:18]=[CH:17][CH:16]=1)[CH:30]([OH:33])[CH2:31][CH3:32])[CH3:2]. The catalyst class is: 7. (3) Reactant: [OH:1][C@H:2]1[C@H:11]([O:12][CH2:13][CH2:14][O:15][CH3:16])[C:10]2[CH:9]=[CH:8][N:7]3[C:17]([CH3:21])=[C:18]([CH3:20])[N:19]=[C:6]3[C:5]=2[NH:4][C@@H:3]1[C:22]1[CH:27]=[CH:26][CH:25]=[CH:24][CH:23]=1.[C:28](Cl)(=[O:35])[C:29]1[CH:34]=[CH:33][CH:32]=[CH:31][CH:30]=1.C(N(CC)CC)C. Product: [C:28]([O:1][C@H:2]1[C@H:11]([O:12][CH2:13][CH2:14][O:15][CH3:16])[C:10]2[CH:9]=[CH:8][N:7]3[C:17]([CH3:21])=[C:18]([CH3:20])[N:19]=[C:6]3[C:5]=2[NH:4][C@@H:3]1[C:22]1[CH:23]=[CH:24][CH:25]=[CH:26][CH:27]=1)(=[O:35])[C:29]1[CH:34]=[CH:33][CH:32]=[CH:31][CH:30]=1. The catalyst class is: 7. (4) Reactant: [CH3:1][N:2]1[C:6]([NH2:7])=[CH:5][N:4]=[N:3]1.Br[C:9]1[C:10](=[O:17])[N:11]([CH3:16])[CH:12]=[C:13]([Br:15])[CH:14]=1.C(=O)([O-])[O-].[Cs+].[Cs+].CC1(C)C2C(=C(P(C3C=CC=CC=3)C3C=CC=CC=3)C=CC=2)OC2C(P(C3C=CC=CC=3)C3C=CC=CC=3)=CC=CC1=2. Product: [Br:15][C:13]1[CH:14]=[C:9]([NH:7][C:6]2[N:2]([CH3:1])[N:3]=[N:4][CH:5]=2)[C:10](=[O:17])[N:11]([CH3:16])[CH:12]=1. The catalyst class is: 102. (5) Reactant: [NH:1]1CCC(C(N)=O)CC1.[CH:10]([C:12]1[CH:45]=[CH:44][C:15]([C:16]([CH2:18][NH:19][CH2:20][CH2:21][N:22]2[CH2:27][CH2:26][CH:25]([O:28][C:29](=[O:43])[NH:30][C:31]3[CH:36]=[CH:35][CH:34]=[CH:33][C:32]=3[C:37]3[CH:42]=[CH:41][CH:40]=[CH:39][CH:38]=3)[CH2:24][CH2:23]2)=[O:17])=[CH:14][CH:13]=1)=[O:11].[O-]S([O-])(=O)=O.[Na+].[Na+].CC(O)=O. Product: [C:10]([C:12]1[CH:13]=[CH:14][C:15]([C:16]([CH2:18][NH:19][CH2:20][CH2:21][N:22]2[CH2:27][CH2:26][CH:25]([O:28][C:29](=[O:43])[NH:30][C:31]3[CH:36]=[CH:35][CH:34]=[CH:33][C:32]=3[C:37]3[CH:38]=[CH:39][CH:40]=[CH:41][CH:42]=3)[CH2:24][CH2:23]2)=[O:17])=[CH:44][CH:45]=1)(=[O:11])[NH2:1]. The catalyst class is: 41. (6) Reactant: [CH3:1][O:2][C:3]1[C:4]([O:26][CH2:27][CH2:28][CH2:29][O:30][CH3:31])=[CH:5][C:6]2[CH2:15][CH:14]([CH2:16][O:17][CH3:18])[N:13]3[C:8](=[CH:9][C:10](=[O:24])[C:11]([C:19]([O:21]CC)=[O:20])=[CH:12]3)[C:7]=2[CH:25]=1.[Li+].[OH-].Cl. Product: [CH3:1][O:2][C:3]1[C:4]([O:26][CH2:27][CH2:28][CH2:29][O:30][CH3:31])=[CH:5][C:6]2[CH2:15][CH:14]([CH2:16][O:17][CH3:18])[N:13]3[C:8](=[CH:9][C:10](=[O:24])[C:11]([C:19]([OH:21])=[O:20])=[CH:12]3)[C:7]=2[CH:25]=1. The catalyst class is: 219. (7) Reactant: [Cl-].[Cl:2][C:3]1[CH:10]=[CH:9][CH:8]=[C:7]([Cl:11])[C:4]=1[CH2:5][Zn+].[CH2:12]([N:19]1[CH2:24][CH:23]([C:25]2[CH:30]=[CH:29][C:28](Br)=[CH:27][CH:26]=2)[O:22][CH2:21][CH2:20]1)[C:13]1[CH:18]=[CH:17][CH:16]=[CH:15][CH:14]=1. Product: [CH2:12]([N:19]1[CH2:20][CH2:21][O:22][CH:23]([C:25]2[CH:30]=[CH:29][C:28]([CH2:5][C:4]3[C:3]([Cl:2])=[CH:10][CH:9]=[CH:8][C:7]=3[Cl:11])=[CH:27][CH:26]=2)[CH2:24]1)[C:13]1[CH:14]=[CH:15][CH:16]=[CH:17][CH:18]=1. The catalyst class is: 176.